This data is from Reaction yield outcomes from USPTO patents with 853,638 reactions. The task is: Predict the reaction yield, written as a fraction of the theoretical maximum amount of product (1.0 means a 100% yield; for example, 0.34 means a 34% yield). The reactants are [CH3:1][C:2]1([OH:12])[CH2:11][CH2:10][C:5]2([O:9][CH2:8][CH2:7][O:6]2)[CH2:4][CH2:3]1.[H-].[Na+].[CH3:15][C:16]1([O:19][CH2:18]1)[CH3:17]. The catalyst is CN(C)C=O.O. The product is [CH3:15][C:16]([OH:19])([CH3:18])[CH2:17][O:12][C:2]1([CH3:1])[CH2:11][CH2:10][C:5]2([O:6][CH2:7][CH2:8][O:9]2)[CH2:4][CH2:3]1. The yield is 0.320.